From a dataset of Forward reaction prediction with 1.9M reactions from USPTO patents (1976-2016). Predict the product of the given reaction. (1) Given the reactants [NH2:1][C@H:2]([C:9]([OH:11])=[O:10])[CH2:3][C:4]1[N:8]=[CH:7][NH:6][CH:5]=1.[ClH:12].[CH2:13]=O, predict the reaction product. The product is: [ClH:12].[ClH:12].[N:8]1[C:4]2[CH2:3][C@@H:2]([C:9]([OH:11])=[O:10])[NH:1][CH2:13][C:5]=2[NH:6][CH:7]=1. (2) Given the reactants [Cl:1][C:2]1[CH:3]=[C:4]([CH2:10][CH2:11][C:12]2([CH:20]3[CH2:24][CH2:23][CH2:22][CH2:21]3)[O:17][C:16](=[O:18])[CH2:15][C:14](=[O:19])[CH2:13]2)[CH:5]=[CH:6][C:7]=1[O:8][CH3:9].C(=O)([O-])[O-].[Na+].[Na+].Cl[CH2:32][C:33]1[N:37]([CH3:38])[C:36]2[CH:39]=[CH:40][CH:41]=[CH:42][C:35]=2[N:34]=1, predict the reaction product. The product is: [Cl:1][C:2]1[CH:3]=[C:4]([CH2:10][CH2:11][C:12]2([CH:20]3[CH2:24][CH2:23][CH2:22][CH2:21]3)[O:17][C:16](=[O:18])[CH:15]([CH2:32][C:33]3[N:37]([CH3:38])[C:36]4[CH:39]=[CH:40][CH:41]=[CH:42][C:35]=4[N:34]=3)[C:14](=[O:19])[CH2:13]2)[CH:5]=[CH:6][C:7]=1[O:8][CH3:9]. (3) Given the reactants Br[C:2]1[C:11]2[C:6](=[CH:7][CH:8]=[C:9]([OH:12])[CH:10]=2)[C:5](=[O:13])[N:4]([C:14]2[CH:19]=[CH:18][C:17]([OH:20])=[CH:16][CH:15]=2)[CH:3]=1.C(=O)([O-])[O-].[K+].[K+].[CH3:27][S:28]([C:31]1[CH:36]=[CH:35][C:34](B(O)O)=[CH:33][CH:32]=1)(=[O:30])=[O:29], predict the reaction product. The product is: [OH:12][C:9]1[CH:10]=[C:11]2[C:6](=[CH:7][CH:8]=1)[C:5](=[O:13])[N:4]([C:14]1[CH:19]=[CH:18][C:17]([OH:20])=[CH:16][CH:15]=1)[CH:3]=[C:2]2[C:34]1[CH:35]=[CH:36][C:31]([S:28]([CH3:27])(=[O:30])=[O:29])=[CH:32][CH:33]=1. (4) Given the reactants Cl.CC1(C)[O:7][C@H:6]([C@@H:8]([CH2:23][S:24][CH3:25])[CH2:9][N:10]([CH2:12][C:13]2[C:17]3[N:18]=[CH:19][N:20]=[C:21]([NH2:22])[C:16]=3[NH:15][CH:14]=2)[CH3:11])[CH2:5][O:4]1, predict the reaction product. The product is: [NH2:22][C:21]1[C:16]2[NH:15][CH:14]=[C:13]([CH2:12][N:10]([CH3:11])[CH2:9][C@H:8]([CH2:23][S:24][CH3:25])[C@@H:6]([OH:7])[CH2:5][OH:4])[C:17]=2[N:18]=[CH:19][N:20]=1. (5) Given the reactants [F:1][C:2]1[CH:7]=[CH:6][C:5]([N:8]2[C:12]3[CH:13]=[C:14]4[C@:19]([C:21]([O:23][CH3:24])=[O:22])([CH2:20][C:11]=3[CH:10]=[N:9]2)[CH2:18][N:17]([S:25]([C:28]2[CH:33]=CC=C(C(F)(F)F)[CH:29]=2)(=[O:27])=[O:26])[CH2:16][CH2:15]4)=[CH:4][CH:3]=1.Cl, predict the reaction product. The product is: [F:1][C:2]1[CH:3]=[CH:4][C:5]([N:8]2[C:12]3[CH:13]=[C:14]4[C@:19]([C:21]([O:23][CH3:24])=[O:22])([CH2:20][C:11]=3[CH:10]=[N:9]2)[CH2:18][N:17]([S:25]([C:28]2[CH:33]=[N:9][N:8]([CH2:5][CH2:4][CH3:3])[CH:29]=2)(=[O:26])=[O:27])[CH2:16][CH2:15]4)=[CH:6][CH:7]=1. (6) Given the reactants Br[C:2]1[CH:7]=[CH:6][C:5]2[C:8]3[CH2:9][N:10]([C:15]([O:17][C:18]([CH3:21])([CH3:20])[CH3:19])=[O:16])[CH2:11][CH2:12][C:13]=3[O:14][C:4]=2[CH:3]=1.[F:22][C:23]([F:40])([F:39])[C:24]1[N:29]=[N:28][C:27]([CH2:30][O:31][C:32]2[CH:37]=[CH:36][NH:35][C:34](=[O:38])[CH:33]=2)=[CH:26][CH:25]=1, predict the reaction product. The product is: [O:38]=[C:34]1[CH:33]=[C:32]([O:31][CH2:30][C:27]2[N:28]=[N:29][C:24]([C:23]([F:40])([F:39])[F:22])=[CH:25][CH:26]=2)[CH:37]=[CH:36][N:35]1[C:2]1[CH:7]=[CH:6][C:5]2[C:8]3[CH2:9][N:10]([C:15]([O:17][C:18]([CH3:21])([CH3:20])[CH3:19])=[O:16])[CH2:11][CH2:12][C:13]=3[O:14][C:4]=2[CH:3]=1. (7) The product is: [CH2:13]([CH:12]1[CH2:11][C:5]2[C:6](=[CH:7][C:8]([O:9][CH3:10])=[C:3]([O:2][CH3:1])[CH:4]=2)[CH:16]=[N:15]1)[CH3:14]. Given the reactants [CH3:1][O:2][C:3]1[CH:4]=[C:5]([CH2:11][CH:12]([NH:15][CH:16]=O)[CH2:13][CH3:14])[CH:6]=[CH:7][C:8]=1[O:9][CH3:10].O=P(Cl)(Cl)Cl.N, predict the reaction product. (8) Given the reactants [C:1]1([CH2:7][C:8]([OH:10])=O)[CH:6]=[CH:5][CH:4]=[CH:3][CH:2]=1.[NH2:11][CH:12]([CH2:20][CH3:21])[C:13]([O:15][CH2:16][CH:17]([CH3:19])[CH3:18])=[O:14], predict the reaction product. The product is: [CH2:16]([O:15][C:13](=[O:14])[CH:12]([NH:11][C:8](=[O:10])[CH2:7][C:1]1[CH:2]=[CH:3][CH:4]=[CH:5][CH:6]=1)[CH2:20][CH3:21])[CH:17]([CH3:18])[CH3:19]. (9) Given the reactants [P:1]([O:8]CC)([O:5][CH2:6][CH3:7])[O:2][CH2:3][CH3:4].[OH2:11].[CH2:12](N(CC)CC)C, predict the reaction product. The product is: [OH:11][CH2:12][P:1](=[O:8])([O:5][CH2:6][CH3:7])[O:2][CH2:3][CH3:4]. (10) Given the reactants [NH2:1][C:2]1[CH:21]=[CH:20][CH:19]=[CH:18][C:3]=1[C:4]([NH:6][C:7]1[CH:17]=[CH:16][C:10]2[O:11][C:12]([F:15])([F:14])[O:13][C:9]=2[CH:8]=1)=[O:5].Cl[CH2:23][C:24]1[CH:29]=[CH:28][N:27]=[C:26]([N:30]([S:35]([CH3:38])(=[O:37])=[O:36])[S:31]([CH3:34])(=[O:33])=[O:32])[CH:25]=1.C(N)(=O)C1C=CC=CC=1.[I-].[Na+], predict the reaction product. The product is: [CH3:34][S:31]([N:30]([S:35]([CH3:38])(=[O:36])=[O:37])[C:26]1[CH:25]=[C:24]([CH2:23][NH:1][C:2]2[CH:21]=[CH:20][CH:19]=[CH:18][C:3]=2[C:4]([NH:6][C:7]2[CH:17]=[CH:16][C:10]3[O:11][C:12]([F:15])([F:14])[O:13][C:9]=3[CH:8]=2)=[O:5])[CH:29]=[CH:28][N:27]=1)(=[O:32])=[O:33].